This data is from Forward reaction prediction with 1.9M reactions from USPTO patents (1976-2016). The task is: Predict the product of the given reaction. (1) Given the reactants [OH:1][CH:2]1[CH:11]([C:12]2[CH:17]=[CH:16][C:15](OC)=[CH:14][CH:13]=2)[C:10](=[O:20])[C:9]2[C:4](=[CH:5][C:6](O)=[CH:7][C:8]=2O)[O:3]1.COC1C=CC(C2C(=O)C3C(=CC(O)=CC=3O)OC=2)=CC=1.OC1C(C2C=CC(O)=CC=2)C(=O)C2C(=CC(O)=CC=2O)O1.N[C@H](C(=O)O)CC[S+](C)C[C@H]1O[C@@H](N2C3N=CN=C(N)C=3N=C2)[C@H](O)[C@@H]1O, predict the reaction product. The product is: [OH:1][CH:2]1[CH:11]([C:12]2[CH:17]=[CH:16][CH:15]=[CH:14][CH:13]=2)[C:10](=[O:20])[C:9]2[C:4](=[CH:5][CH:6]=[CH:7][CH:8]=2)[O:3]1. (2) Given the reactants [N:1]1([CH2:6][C@@H:7]([O:14][C:15]2[CH:24]=[CH:23][C:22]3[C:21](=[O:25])[CH2:20][CH2:19][CH2:18][C:17]=3[C:16]=2[CH2:26][S:27][C:28]2[CH:29]=[C:30]([CH:34]=[CH:35][CH:36]=2)[C:31](O)=[O:32])[C:8]2[CH:13]=[CH:12][CH:11]=[CH:10][CH:9]=2)[CH:5]=[CH:4][N:3]=[CH:2]1.[NH2:37][CH2:38][CH:39]([OH:41])[CH3:40], predict the reaction product. The product is: [OH:41][CH:39]([CH3:40])[CH2:38][NH:37][C:31](=[O:32])[C:30]1[CH:34]=[CH:35][CH:36]=[C:28]([S:27][CH2:26][C:16]2[C:17]3[CH2:18][CH2:19][CH2:20][C:21](=[O:25])[C:22]=3[CH:23]=[CH:24][C:15]=2[O:14][C@@H:7]([C:8]2[CH:13]=[CH:12][CH:11]=[CH:10][CH:9]=2)[CH2:6][N:1]2[CH:5]=[CH:4][N:3]=[CH:2]2)[CH:29]=1. (3) Given the reactants [F:1][C:2]1[CH:7]=[CH:6][C:5]([Mg]Br)=[CH:4][CH:3]=1.[Br:10][C:11]1[CH:12]=[C:13]2[C:18](=[CH:19][CH:20]=1)[N:17]=[CH:16][CH:15]=[CH:14]2, predict the reaction product. The product is: [Br:10][C:11]1[CH:12]=[C:13]2[C:18](=[CH:19][CH:20]=1)[N:17]=[C:16]([C:5]1[CH:6]=[CH:7][C:2]([F:1])=[CH:3][CH:4]=1)[CH:15]=[CH:14]2. (4) Given the reactants O=O.[OH:3][C:4]1[CH:14]=[CH:13][C:7]([CH:8]([OH:12])C(O)=O)=[CH:6][CH:5]=1.[OH-].[Na+].Cl, predict the reaction product. The product is: [OH:3][C:4]1[CH:14]=[CH:13][C:7]([CH:8]=[O:12])=[CH:6][CH:5]=1.